Dataset: Forward reaction prediction with 1.9M reactions from USPTO patents (1976-2016). Task: Predict the product of the given reaction. (1) Given the reactants [NH2:1][C:2]1[CH:48]=[CH:47][C:5]([CH2:6][N:7]([C@H:15]2[CH2:20][CH2:19][CH2:18][C@@H:17]([NH:21][C:22]3[N:27]=[C:26]([C:28]4[C:36]5[C:31](=[CH:32][CH:33]=[CH:34][CH:35]=5)[N:30](S(C5C=CC=CC=5)(=O)=O)[CH:29]=4)[C:25]([Cl:46])=[CH:24][N:23]=3)[CH2:16]2)[C:8](=[O:14])[O:9][C:10]([CH3:13])([CH3:12])[CH3:11])=[CH:4][CH:3]=1.[OH-].[Na+].O, predict the reaction product. The product is: [NH2:1][C:2]1[CH:48]=[CH:47][C:5]([CH2:6][N:7]([C@H:15]2[CH2:20][CH2:19][CH2:18][C@@H:17]([NH:21][C:22]3[N:27]=[C:26]([C:28]4[C:36]5[C:31](=[CH:32][CH:33]=[CH:34][CH:35]=5)[NH:30][CH:29]=4)[C:25]([Cl:46])=[CH:24][N:23]=3)[CH2:16]2)[C:8](=[O:14])[O:9][C:10]([CH3:13])([CH3:12])[CH3:11])=[CH:4][CH:3]=1. (2) Given the reactants [NH:1]1[C:9]2[C:4](=[CH:5][CH:6]=[CH:7][CH:8]=2)[C:3]([CH2:10][OH:11])=[N:2]1, predict the reaction product. The product is: [NH:1]1[C:9]2[C:4](=[CH:5][CH:6]=[CH:7][CH:8]=2)[C:3]([CH:10]=[O:11])=[N:2]1.